Dataset: Reaction yield outcomes from USPTO patents with 853,638 reactions. Task: Predict the reaction yield, written as a fraction of the theoretical maximum amount of product (1.0 means a 100% yield; for example, 0.34 means a 34% yield). The reactants are C1(C)C=CC(S(O[CH:11]2[CH2:16][CH2:15][N:14]([C:17]3[CH:22]=[CH:21][C:20]([N:23]4[CH2:27][C@H:26]([CH2:28][NH:29][C:30](=[O:32])[CH3:31])[O:25][C:24]4=[O:33])=[CH:19][C:18]=3[F:34])[CH2:13][CH2:12]2)(=O)=O)=CC=1.[NH2:36][C:37]1[NH:41][N:40]=[N:39][N:38]=1.C([O-])([O-])=O.[K+].[K+]. No catalyst specified. The product is [NH2:36][C:37]1[N:41]([CH:11]2[CH2:16][CH2:15][N:14]([C:17]3[CH:22]=[CH:21][C:20]([N:23]4[CH2:27][C@H:26]([CH2:28][NH:29][C:30](=[O:32])[CH3:31])[O:25][C:24]4=[O:33])=[CH:19][C:18]=3[F:34])[CH2:13][CH2:12]2)[N:40]=[N:39][N:38]=1. The yield is 0.120.